Dataset: Forward reaction prediction with 1.9M reactions from USPTO patents (1976-2016). Task: Predict the product of the given reaction. (1) Given the reactants [NH2:1][C:2]1[CH:3]=[C:4]([C:8]23[CH2:15][CH:14]2[CH2:13][O:12][CH2:11][C:10](=[S:16])[NH:9]3)[CH:5]=[CH:6][CH:7]=1.[F:17][C:18]([F:31])([F:30])[CH2:19][O:20][C:21]1[CH:22]=[CH:23][C:24]([C:27](O)=[O:28])=[N:25][CH:26]=1, predict the reaction product. The product is: [S:16]=[C:10]1[CH2:11][O:12][CH2:13][CH:14]2[C:8]([C:4]3[CH:3]=[C:2]([NH:1][C:27]([C:24]4[CH:23]=[CH:22][C:21]([O:20][CH2:19][C:18]([F:31])([F:30])[F:17])=[CH:26][N:25]=4)=[O:28])[CH:7]=[CH:6][CH:5]=3)([CH2:15]2)[NH:9]1. (2) Given the reactants [C:1]([C:3]1[CH:8]=[CH:7][C:6]([C:9]2[CH:10]=[N:11][N:12]([C:15]3[CH:23]=[CH:22][C:18]([C:19]([OH:21])=O)=[CH:17][N:16]=3)[C:13]=2[OH:14])=[C:5]([CH3:24])[CH:4]=1)#[N:2].[CH3:25][O:26][CH2:27][C:28]1([NH2:33])[CH2:32][CH2:31][CH2:30][CH2:29]1, predict the reaction product. The product is: [C:1]([C:3]1[CH:8]=[CH:7][C:6]([C:9]2[CH:10]=[N:11][N:12]([C:15]3[CH:23]=[CH:22][C:18]([C:19]([NH:33][C:28]4([CH2:27][O:26][CH3:25])[CH2:32][CH2:31][CH2:30][CH2:29]4)=[O:21])=[CH:17][N:16]=3)[C:13]=2[OH:14])=[C:5]([CH3:24])[CH:4]=1)#[N:2]. (3) Given the reactants [NH:1]1[C:5]2=[N:6][CH:7]=[CH:8][CH:9]=[C:4]2[C:3]([C:10]([C:12]2[CH:13]=[C:14]([CH:17]=[CH:18][CH:19]=2)[CH:15]=O)=[O:11])=[CH:2]1.C(CC(N)=[O:24])#N.C1C[CH2:35][N:34]2[C:29](=[N:30][CH2:31][CH2:32][CH2:33]2)CC1, predict the reaction product. The product is: [NH:1]1[C:5]2=[N:6][CH:7]=[CH:8][CH:9]=[C:4]2[C:3]([C:10]([C:12]2[CH:13]=[C:14]([CH:15]=[C:32]([C:31]#[N:30])[C:33]([N:34]([CH3:35])[CH3:29])=[O:24])[CH:17]=[CH:18][CH:19]=2)=[O:11])=[CH:2]1.